Dataset: Retrosynthesis with 50K atom-mapped reactions and 10 reaction types from USPTO. Task: Predict the reactants needed to synthesize the given product. (1) Given the product CC1(C)CCN(c2ccc(O)nc2)CC1, predict the reactants needed to synthesize it. The reactants are: COc1ccc(N2CCC(C)(C)CC2)cn1. (2) The reactants are: CC(O)c1cccc2c1C1(CCN(Cc3ccccc3)CC1)CN2C(=O)OC(C)(C)C. Given the product CC(O)c1cccc2c1C1(CCN(Cc3ccccc3)CC1)CN2, predict the reactants needed to synthesize it. (3) Given the product CNC(=S)NNC(=S)NCCCOc1cccc(CN2CCCCC2)c1, predict the reactants needed to synthesize it. The reactants are: CN=C=S.NNC(=S)NCCCOc1cccc(CN2CCCCC2)c1. (4) Given the product CC1CCC(CSc2ccc(F)cc2)C(C(=O)NCC#N)C1, predict the reactants needed to synthesize it. The reactants are: CC1CCC(CSc2ccc(F)cc2)C(C(=O)O)C1.N#CCN. (5) Given the product Nc1cc(Cl)ccc1C(=O)O, predict the reactants needed to synthesize it. The reactants are: CC(=O)Nc1cc(Cl)ccc1C(=O)O. (6) Given the product O=C(NCc1ccc(F)cc1)C1(CCCCN2CCN(c3ccc4ccccc4n3)CC2)c2ccccc2Oc2ccccc21, predict the reactants needed to synthesize it. The reactants are: O=C(NCc1ccc(F)cc1)C1(CCCCBr)c2ccccc2Oc2ccccc21.c1ccc2nc(N3CCNCC3)ccc2c1. (7) Given the product Cc1nc2c(o1)CCc1ccccc1C2OCCO, predict the reactants needed to synthesize it. The reactants are: Cc1nc2c(o1)CCc1ccccc1C2OCC(=O)OC(C)(C)C.